From a dataset of Reaction yield outcomes from USPTO patents with 853,638 reactions. Predict the reaction yield, written as a fraction of the theoretical maximum amount of product (1.0 means a 100% yield; for example, 0.34 means a 34% yield). (1) The catalyst is C(Cl)Cl. The yield is 1.00. The reactants are C([O-])(O)=O.[Na+].[NH:6]1[C:14]2[C:9](=[CH:10][CH:11]=[CH:12][CH:13]=2)[CH2:8][CH2:7]1.[C:15](Cl)(=[O:17])[CH3:16]. The product is [N:6]1([C:15](=[O:17])[CH3:16])[C:14]2[C:9](=[CH:10][CH:11]=[CH:12][CH:13]=2)[CH2:8][CH2:7]1. (2) The reactants are COC1C=C(OC)C=CC=1C[N:6]([C:35]1[CH:40]=[CH:39][N:38]=[CH:37][N:36]=1)[S:7]([C:10]1[CH:15]=[C:14]([CH3:16])[C:13]([O:17][C@@H:18]2[CH2:22][CH2:21][CH2:20][C@H:19]2[C:23]2[N:27](C3CCCCO3)[N:26]=[CH:25][CH:24]=2)=[CH:12][C:11]=1[F:34])(=[O:9])=[O:8].C([SiH](CC)CC)C.FC(F)(F)C(O)=O. The catalyst is ClCCl. The product is [F:34][C:11]1[CH:12]=[C:13]([O:17][C@@H:18]2[CH2:22][CH2:21][CH2:20][C@H:19]2[C:23]2[NH:27][N:26]=[CH:25][CH:24]=2)[C:14]([CH3:16])=[CH:15][C:10]=1[S:7]([NH:6][C:35]1[CH:40]=[CH:39][N:38]=[CH:37][N:36]=1)(=[O:8])=[O:9]. The yield is 0.980. (3) The reactants are Br[Zn][CH2:3][C:4]([O:6][CH2:7][CH3:8])=[O:5].[CH3:9][C:10](=O)/[CH:11]=[CH:12]/[CH2:13][CH2:14][CH2:15][CH2:16][CH3:17].Cl.C(OCC)(=[O:22])C. The catalyst is C1COCC1. The product is [OH:22][C:12]([CH2:13][CH2:14][CH2:15][CH2:16][CH3:17])(/[CH:11]=[CH:10]/[CH3:9])[CH2:3][C:4]([O:6][CH2:7][CH3:8])=[O:5]. The yield is 0.990. (4) The reactants are [CH2:1](Br)[C:2]1[CH:7]=[CH:6][CH:5]=[CH:4][CH:3]=1.[Cl:9][C:10]1[C:11]([OH:20])=[CH:12][C:13]([OH:19])=[C:14]([C:16](=[O:18])[CH3:17])[CH:15]=1.C(=O)([O-])[O-].[K+].[K+]. The catalyst is C(#N)C. The product is [CH2:1]([O:19][C:13]1[CH:12]=[C:11]([O:20][CH2:1][C:2]2[CH:7]=[CH:6][CH:5]=[CH:4][CH:3]=2)[C:10]([Cl:9])=[CH:15][C:14]=1[C:16](=[O:18])[CH3:17])[C:2]1[CH:7]=[CH:6][CH:5]=[CH:4][CH:3]=1. The yield is 0.900.